This data is from NCI-60 drug combinations with 297,098 pairs across 59 cell lines. The task is: Regression. Given two drug SMILES strings and cell line genomic features, predict the synergy score measuring deviation from expected non-interaction effect. (1) Drug 1: CC1CCC2CC(C(=CC=CC=CC(CC(C(=O)C(C(C(=CC(C(=O)CC(OC(=O)C3CCCCN3C(=O)C(=O)C1(O2)O)C(C)CC4CCC(C(C4)OC)O)C)C)O)OC)C)C)C)OC. Drug 2: CC=C1C(=O)NC(C(=O)OC2CC(=O)NC(C(=O)NC(CSSCCC=C2)C(=O)N1)C(C)C)C(C)C. Cell line: SN12C. Synergy scores: CSS=38.1, Synergy_ZIP=-0.00336, Synergy_Bliss=1.01, Synergy_Loewe=-9.36, Synergy_HSA=-0.104. (2) Drug 1: CS(=O)(=O)OCCCCOS(=O)(=O)C. Drug 2: C1CN(P(=O)(OC1)NCCCl)CCCl. Cell line: SNB-75. Synergy scores: CSS=2.58, Synergy_ZIP=-0.262, Synergy_Bliss=-0.699, Synergy_Loewe=-0.698, Synergy_HSA=-0.967. (3) Drug 1: CN(C)N=NC1=C(NC=N1)C(=O)N. Drug 2: CC(C)(C#N)C1=CC(=CC(=C1)CN2C=NC=N2)C(C)(C)C#N. Cell line: HS 578T. Synergy scores: CSS=2.60, Synergy_ZIP=-1.02, Synergy_Bliss=-2.23, Synergy_Loewe=-4.32, Synergy_HSA=-3.66. (4) Drug 1: C1=NC2=C(N1)C(=S)N=C(N2)N. Drug 2: CCCCC(=O)OCC(=O)C1(CC(C2=C(C1)C(=C3C(=C2O)C(=O)C4=C(C3=O)C=CC=C4OC)O)OC5CC(C(C(O5)C)O)NC(=O)C(F)(F)F)O. Cell line: SK-MEL-28. Synergy scores: CSS=3.76, Synergy_ZIP=-3.16, Synergy_Bliss=-0.278, Synergy_Loewe=-2.42, Synergy_HSA=-2.40. (5) Cell line: SNB-75. Synergy scores: CSS=12.9, Synergy_ZIP=-5.61, Synergy_Bliss=2.20, Synergy_Loewe=1.09, Synergy_HSA=1.91. Drug 1: C1CCN(CC1)CCOC2=CC=C(C=C2)C(=O)C3=C(SC4=C3C=CC(=C4)O)C5=CC=C(C=C5)O. Drug 2: C1=C(C(=O)NC(=O)N1)F.